Task: Predict which catalyst facilitates the given reaction.. Dataset: Catalyst prediction with 721,799 reactions and 888 catalyst types from USPTO (1) Reactant: [CH2:1]([C:5]1[CH:6]2[CH2:11][CH:9]([CH:10]=1)[CH2:8][CH2:7]2)[CH2:2][CH2:3][CH3:4].[C:12]([O:16][CH3:17])(=[O:15])[CH:13]=[CH2:14].N(C(C)(C)C#N)=NC(C)(C)C#N.CC[Al](Cl)CC.CC[Al](Cl)Cl.Cl.CO. Product: [CH2:1]([C:5]1[CH:6]2[CH2:11][CH:9]([CH:10]=1)[CH2:8][CH2:7]2)[CH2:2][CH2:3][CH3:4].[C:12]([O:16][CH3:17])(=[O:15])[CH:13]=[CH2:14]. The catalyst class is: 11. (2) Product: [CH2:18]([O:17][C@@H:9]([C@@H:8]([O:25][CH2:26][C:27]1[CH:28]=[CH:29][CH:30]=[CH:31][CH:32]=1)[C@H:7]([O:33][CH2:34][C:35]1[CH:36]=[CH:37][CH:38]=[CH:39][CH:40]=1)[CH2:6][O:5][Si:4]([CH:1]([CH3:3])[CH3:2])([CH:41]([CH3:42])[CH3:43])[CH:44]([CH3:46])[CH3:45])[CH:10]=[O:50])[C:19]1[CH:24]=[CH:23][CH:22]=[CH:21][CH:20]=1. Reactant: [CH:1]([Si:4]([CH:44]([CH3:46])[CH3:45])([CH:41]([CH3:43])[CH3:42])[O:5][CH2:6][C@@H:7]([O:33][CH2:34][C:35]1[CH:40]=[CH:39][CH:38]=[CH:37][CH:36]=1)[C@H:8]([O:25][CH2:26][C:27]1[CH:32]=[CH:31][CH:30]=[CH:29][CH:28]=1)[C@H:9]([O:17][CH2:18][C:19]1[CH:24]=[CH:23][CH:22]=[CH:21][CH:20]=1)[CH:10](SCC)SCC)([CH3:3])[CH3:2].C1C(=O)N(Br)C(=[O:50])C1. The catalyst class is: 95. (3) Reactant: Cl[C:2]1[CH:7]=[C:6]([Cl:8])[N:5]=[C:4]([S:9][CH3:10])[N:3]=1.[F:11][CH:12]([F:24])[C:13]1[NH:17][C:16]2[CH:18]=[CH:19][CH:20]=[C:21]([O:22][CH3:23])[C:15]=2[N:14]=1.C([O-])([O-])=O.[K+].[K+]. Product: [Cl:8][C:6]1[N:5]=[C:4]([S:9][CH3:10])[N:3]=[C:2]([N:17]2[C:16]3[CH:18]=[CH:19][CH:20]=[C:21]([O:22][CH3:23])[C:15]=3[N:14]=[C:13]2[CH:12]([F:11])[F:24])[CH:7]=1. The catalyst class is: 58. (4) Reactant: C([NH:9][C:10]([NH:12][C:13]1[C:18]([O:19][CH3:20])=[CH:17][N:16]=[C:15]([N:21]2[CH2:26][CH2:25][O:24][CH2:23][CH2:22]2)[CH:14]=1)=[S:11])(=O)C1C=CC=CC=1.C[O-].[Na+].Cl. Product: [CH3:20][O:19][C:18]1[C:13]([NH:12][C:10]([NH2:9])=[S:11])=[CH:14][C:15]([N:21]2[CH2:26][CH2:25][O:24][CH2:23][CH2:22]2)=[N:16][CH:17]=1. The catalyst class is: 83.